From a dataset of Catalyst prediction with 721,799 reactions and 888 catalyst types from USPTO. Predict which catalyst facilitates the given reaction. (1) Reactant: [Cl:1][C:2]1[CH:3]=[C:4]([CH:7]=[C:8]([O:10][C:11]2[C:19]3[N:18]=[N:17][NH:16][C:15]=3[CH:14]=[CH:13][C:12]=2[Cl:20])[CH:9]=1)[C:5]#[N:6].CC(C)([O-])C.[Li+].Cl[CH2:28][C:29]([N:31]([CH2:33][C:34]1[CH:39]=[CH:38][CH:37]=[CH:36][C:35]=1[Cl:40])[CH3:32])=[O:30]. Product: [Cl:40][C:35]1[CH:36]=[CH:37][CH:38]=[CH:39][C:34]=1[CH2:33][N:31]([CH3:32])[C:29](=[O:30])[CH2:28][N:16]1[C:15]2[CH:14]=[CH:13][C:12]([Cl:20])=[C:11]([O:10][C:8]3[CH:7]=[C:4]([C:5]#[N:6])[CH:3]=[C:2]([Cl:1])[CH:9]=3)[C:19]=2[N:18]=[N:17]1. The catalyst class is: 3. (2) Reactant: [Br:1]Br.C1(P(C2C=CC=CC=2)C2C=CC=CC=2)C=CC=CC=1.N1C=CN=C1.[Cl:27][C:28]1[CH:29]=[C:30]([CH2:37]O)[CH:31]=[C:32](/[CH:34]=[CH:35]/[CH3:36])[CH:33]=1. Product: [Br:1][CH2:37][C:30]1[CH:31]=[C:32](/[CH:34]=[CH:35]/[CH3:36])[CH:33]=[C:28]([Cl:27])[CH:29]=1. The catalyst class is: 2. (3) Reactant: [CH2:1]([N:3]1[C:11]2[CH:10]=[CH:9][C:8]([C:12]([N:14]3[CH2:19][CH2:18][CH:17]([CH3:20])[CH2:16][CH2:15]3)=[O:13])=[CH:7][C:6]=2[C:5]2[CH2:21][N:22](C(OC(C)(C)C)=O)[CH2:23][CH2:24][C:4]1=2)[CH3:2].[ClH:32]. Product: [CH2:1]([N:3]1[C:11]2[CH:10]=[CH:9][C:8]([C:12]([N:14]3[CH2:19][CH2:18][CH:17]([CH3:20])[CH2:16][CH2:15]3)=[O:13])=[CH:7][C:6]=2[C:5]2[CH2:21][NH:22][CH2:23][CH2:24][C:4]1=2)[CH3:2].[ClH:32]. The catalyst class is: 275. (4) Reactant: [Br:1][C:2]1[S:3][CH:4]=[C:5]([CH:7]=O)[N:6]=1.[NH2:9][OH:10]. Product: [Br:1][C:2]1[S:3][CH:4]=[C:5]([CH:7]=[N:9][OH:10])[N:6]=1. The catalyst class is: 14.